From a dataset of Forward reaction prediction with 1.9M reactions from USPTO patents (1976-2016). Predict the product of the given reaction. (1) Given the reactants [C:1]1([C@@H:7]2[CH2:9][C@H:8]2[NH:10][CH:11]2[CH2:16][CH2:15][N:14]([CH2:17][C:18]3[CH:27]=[CH:26][C:21]([C:22]([O:24]C)=[O:23])=[CH:20][CH:19]=3)[CH2:13][CH2:12]2)[CH:6]=[CH:5][CH:4]=[CH:3][CH:2]=1.CO.[OH-].[Na+].O, predict the reaction product. The product is: [C:1]1([C@@H:7]2[CH2:9][C@H:8]2[NH:10][CH:11]2[CH2:16][CH2:15][N:14]([CH2:17][C:18]3[CH:27]=[CH:26][C:21]([C:22]([OH:24])=[O:23])=[CH:20][CH:19]=3)[CH2:13][CH2:12]2)[CH:2]=[CH:3][CH:4]=[CH:5][CH:6]=1. (2) Given the reactants [F:1][C:2]1[CH:7]=[C:6]([CH3:8])[C:5]([S:9][CH2:10][C:11]([F:14])([F:13])[F:12])=[CH:4][C:3]=1[N:15]1[C:19]([NH:20][CH3:21])=[CH:18][C:17]([O:22][C:23]([F:38])([F:37])[CH:24]([F:36])[O:25][C:26]([F:35])([F:34])[C:27]([F:33])([F:32])[C:28]([F:31])([F:30])[F:29])=[N:16]1.ClC1C=CC=C(C(OO)=[O:47])C=1, predict the reaction product. The product is: [F:1][C:2]1[CH:7]=[C:6]([CH3:8])[C:5]([S:9]([CH2:10][C:11]([F:14])([F:13])[F:12])=[O:47])=[CH:4][C:3]=1[N:15]1[C:19]([NH:20][CH3:21])=[CH:18][C:17]([O:22][C:23]([F:38])([F:37])[CH:24]([F:36])[O:25][C:26]([F:34])([F:35])[C:27]([F:32])([F:33])[C:28]([F:30])([F:31])[F:29])=[N:16]1. (3) Given the reactants Br[C:2]1[CH:20]=[CH:19][C:5]([O:6][CH2:7][CH:8]2[CH2:13][CH2:12][N:11]([CH2:14][C:15]([F:18])([CH3:17])[CH3:16])[CH2:10][CH2:9]2)=[CH:4][C:3]=1[F:21].[CH2:22]([O:24][C:25]([C:27]1[CH:32]=[CH:31][C:30](B(O)O)=[CH:29][C:28]=1[F:36])=[O:26])[CH3:23].C([O-])([O-])=O.[Cs+].[Cs+], predict the reaction product. The product is: [F:21][C:3]1[CH:4]=[C:5]([O:6][CH2:7][CH:8]2[CH2:13][CH2:12][N:11]([CH2:14][C:15]([F:18])([CH3:17])[CH3:16])[CH2:10][CH2:9]2)[CH:19]=[CH:20][C:2]=1[C:30]1[CH:31]=[CH:32][C:27]([C:25]([O:24][CH2:22][CH3:23])=[O:26])=[C:28]([F:36])[CH:29]=1. (4) Given the reactants [O:1]1CCCO[CH:2]1[C:7]1[CH:8]=[CH:9][C:10]2[O:14][C:13](=[O:15])[NH:12][C:11]=2[CH:16]=1.Cl, predict the reaction product. The product is: [O:15]=[C:13]1[NH:12][C:11]2[CH:16]=[C:7]([CH:2]=[O:1])[CH:8]=[CH:9][C:10]=2[O:14]1. (5) The product is: [CH2:17]([O:10][C:9](=[O:11])[CH2:8][C:5]1[CH:4]=[CH:3][C:2]([I:1])=[CH:7][CH:6]=1)[CH3:18]. Given the reactants [I:1][C:2]1[CH:7]=[CH:6][C:5]([CH2:8][C:9]([OH:11])=[O:10])=[CH:4][CH:3]=1.OS(O)(=O)=O.[CH2:17](O)[CH3:18], predict the reaction product. (6) Given the reactants [CH:1]1([S:4]([C:7]2[CH:12]=[CH:11][C:10]([CH:13]([C:21]3[NH:25][C:24]([C:26]4[N:31]=[CH:30][C:29]([CH2:32]O)=[CH:28][CH:27]=4)=[CH:23][CH:22]=3)[CH2:14][CH:15]3[CH2:20][CH2:19][O:18][CH2:17][CH2:16]3)=[CH:9][CH:8]=2)(=[O:6])=[O:5])[CH2:3][CH2:2]1.C(P(CCCC)CCCC)CCC.[NH:47]1[CH:51]=[N:50][CH:49]=[N:48]1.N(C(N1CCCCC1)=O)=NC(N1CCCCC1)=O, predict the reaction product. The product is: [CH:1]1([S:4]([C:7]2[CH:12]=[CH:11][C:10]([CH:13]([C:21]3[NH:25][C:24]([C:26]4[CH:27]=[CH:28][C:29]([CH2:32][N:47]5[CH:51]=[N:50][CH:49]=[N:48]5)=[CH:30][N:31]=4)=[CH:23][CH:22]=3)[CH2:14][CH:15]3[CH2:20][CH2:19][O:18][CH2:17][CH2:16]3)=[CH:9][CH:8]=2)(=[O:6])=[O:5])[CH2:2][CH2:3]1. (7) Given the reactants FC(F)(F)S(O[C:7]1[CH:12]=[CH:11][C:10]([C:13]([CH3:19])([CH3:18])[C:14]([F:17])([F:16])[F:15])=[CH:9][CH:8]=1)(=O)=O.[C:22]([B-](F)(F)F)([CH3:24])=[CH2:23].[K+].C(N(CC)CC)C, predict the reaction product. The product is: [C:22]([C:7]1[CH:12]=[CH:11][C:10]([C:13]([CH3:19])([CH3:18])[C:14]([F:17])([F:16])[F:15])=[CH:9][CH:8]=1)([CH3:24])=[CH2:23]. (8) Given the reactants S1C2C=CC=CC=2C=C1B(O)[OH:11].OO.[S:15]1[C:19]2[CH:20]=[CH:21][CH:22]=[CH:23][C:18]=2[CH2:17][C:16]1=[O:24].[OH-].[Li+].Cl, predict the reaction product. The product is: [SH:15][C:19]1[CH:20]=[CH:21][CH:22]=[CH:23][C:18]=1[CH2:17][C:16]([OH:24])=[O:11]. (9) Given the reactants [Br:1][C:2]1[CH:15]=[CH:14][C:13]2[O:12][C:11]3[C:6](=[N+:7]([O-])[CH:8]=[CH:9][C:10]=3[N+:16]([O-:18])=[O:17])[C:5](=[O:20])[C:4]=2[CH:3]=1.P(Cl)(Cl)([Cl:23])=O, predict the reaction product. The product is: [Br:1][C:2]1[CH:15]=[CH:14][C:13]2[O:12][C:11]3[C:6](=[N:7][C:8]([Cl:23])=[CH:9][C:10]=3[N+:16]([O-:18])=[O:17])[C:5](=[O:20])[C:4]=2[CH:3]=1. (10) Given the reactants [Cl:1][C:2]1[C:3]([C:27]([O:29][CH2:30][CH3:31])=[O:28])=[C:4]([C@@H:11]2[CH2:15][N:14]([C:16]([O:18][C:19]([CH3:22])([CH3:21])[CH3:20])=[O:17])[CH2:13][C@H:12]2[C:23]([O:25]C)=[O:24])[CH:5]=[C:6]([CH2:8][CH2:9][CH3:10])[CH:7]=1.[OH-].[Li+].Cl, predict the reaction product. The product is: [C:19]([O:18][C:16]([N:14]1[CH2:15][C@@H:11]([C:4]2[CH:5]=[C:6]([CH2:8][CH2:9][CH3:10])[CH:7]=[C:2]([Cl:1])[C:3]=2[C:27]([O:29][CH2:30][CH3:31])=[O:28])[C@H:12]([C:23]([OH:25])=[O:24])[CH2:13]1)=[O:17])([CH3:20])([CH3:22])[CH3:21].